From a dataset of Full USPTO retrosynthesis dataset with 1.9M reactions from patents (1976-2016). Predict the reactants needed to synthesize the given product. (1) Given the product [C:14]1(=[O:20])[N:1]2[C:7]3[CH:8]=[CH:9][CH:10]=[CH:11][C:6]=3[CH2:5][CH2:4][CH2:3][CH:2]2[CH2:12][NH:13][C:15]1=[O:16], predict the reactants needed to synthesize it. The reactants are: [NH:1]1[C:7]2[CH:8]=[CH:9][CH:10]=[CH:11][C:6]=2[CH2:5][CH2:4][CH2:3][CH:2]1[CH2:12][NH2:13].[C:14](OCC)(=[O:20])[C:15](OCC)=[O:16]. (2) Given the product [C:19]([O:18][C@@H:17]1[C@H:16]([O:22][CH2:23][C:24]2[CH:29]=[CH:28][CH:27]=[CH:26][CH:25]=2)[C@:15]([CH2:33][O:34][CH2:35][C:36]2[CH:37]=[CH:38][CH:39]=[CH:40][CH:41]=2)([CH:30]([F:31])[F:32])[O:14][C@H:13]1[N:1]1[CH:8]=[CH:7][C:5](=[O:6])[NH:4][C:2]1=[O:3])(=[O:21])[CH3:20], predict the reactants needed to synthesize it. The reactants are: [NH:1]1[CH:8]=[CH:7][C:5](=[O:6])[NH:4][C:2]1=[O:3].C(O[CH:13]1[C@H:17]([O:18][C:19](=[O:21])[CH3:20])[C@H:16]([O:22][CH2:23][C:24]2[CH:29]=[CH:28][CH:27]=[CH:26][CH:25]=2)[C@:15]([CH2:33][O:34][CH2:35][C:36]2[CH:41]=[CH:40][CH:39]=[CH:38][CH:37]=2)([CH:30]([F:32])[F:31])[O:14]1)(=O)C.Cl[Sn](Cl)(Cl)Cl. (3) Given the product [Cl:46][C:43]1[CH:44]=[CH:45][C:40]([O:39][C@@H:37]([C@H:34]2[CH2:35][CH2:36][NH:31][CH2:32][C@@H:33]2[C:47]2[CH:48]=[CH:49][C:50]([Cl:53])=[CH:51][CH:52]=2)[CH3:38])=[N:41][CH:42]=1, predict the reactants needed to synthesize it. The reactants are: ClC1C=CC(OCC2CCNCC2C2C=CC(Cl)=CC=2)=NC=1.Cl.C([N:31]1[CH2:36][CH2:35][C@H:34]([C@H:37]([O:39][C:40]2[CH:45]=[CH:44][C:43]([Cl:46])=[CH:42][N:41]=2)[CH3:38])[C@@H:33]([C:47]2[CH:52]=[CH:51][C:50]([Cl:53])=[CH:49][CH:48]=2)[CH2:32]1)C1C=CC=CC=1. (4) Given the product [CH2:12]([C:19]1[C:20]([C:42]([NH:44][CH3:45])=[O:43])=[N:21][C:22]2[C:27]([C:28]=1[C:29]([F:32])([F:30])[F:31])=[CH:26][C:25]([C:33]([C:34]1[CH:35]=[CH:36][C:37]([F:40])=[CH:38][CH:39]=1)([OH:41])[C:2]1[N:6]([CH3:7])[CH:5]=[N:4][CH:3]=1)=[CH:24][CH:23]=2)[C:13]1[CH:18]=[CH:17][CH:16]=[CH:15][CH:14]=1, predict the reactants needed to synthesize it. The reactants are: Br[C:2]1[N:6]([CH3:7])[CH:5]=[N:4][CH:3]=1.C([Mg]Cl)C.[CH2:12]([C:19]1[C:20]([C:42]([NH:44][CH3:45])=[O:43])=[N:21][C:22]2[C:27]([C:28]=1[C:29]([F:32])([F:31])[F:30])=[CH:26][C:25]([C:33](=[O:41])[C:34]1[CH:39]=[CH:38][C:37]([F:40])=[CH:36][CH:35]=1)=[CH:24][CH:23]=2)[C:13]1[CH:18]=[CH:17][CH:16]=[CH:15][CH:14]=1. (5) Given the product [CH2:20]([NH:1][CH2:2][C:3]([C:6]1[CH:11]=[CH:10][C:9]([O:12][CH2:13][C:14]2[CH:19]=[CH:18][CH:17]=[CH:16][CH:15]=2)=[CH:8][CH:7]=1)([OH:5])[CH3:4])[C:21]1[CH:26]=[CH:25][CH:24]=[CH:23][CH:22]=1, predict the reactants needed to synthesize it. The reactants are: [NH2:1][CH2:2][C:3]([C:6]1[CH:11]=[CH:10][C:9]([O:12][CH2:13][C:14]2[CH:19]=[CH:18][CH:17]=[CH:16][CH:15]=2)=[CH:8][CH:7]=1)([OH:5])[CH3:4].[CH:20](=O)[C:21]1[CH:26]=[CH:25][CH:24]=[CH:23][CH:22]=1.[BH4-].[Na+].